From a dataset of Full USPTO retrosynthesis dataset with 1.9M reactions from patents (1976-2016). Predict the reactants needed to synthesize the given product. (1) Given the product [CH3:11][N:6]1[C:5]2[CH:12]=[CH:13][C:2]([B:17]3[O:18][C:19]([CH3:21])([CH3:20])[C:15]([CH3:31])([CH3:14])[O:16]3)=[CH:3][C:4]=2[N:8]([CH3:9])[C:7]1=[O:10], predict the reactants needed to synthesize it. The reactants are: Br[C:2]1[CH:13]=[CH:12][C:5]2[N:6]([CH3:11])[C:7](=[O:10])[N:8]([CH3:9])[C:4]=2[CH:3]=1.[CH3:14][C:15]1([CH3:31])[C:19]([CH3:21])([CH3:20])[O:18][B:17]([B:17]2[O:18][C:19]([CH3:21])([CH3:20])[C:15]([CH3:31])([CH3:14])[O:16]2)[O:16]1.ClCCl.C([O-])(=O)C.[K+]. (2) The reactants are: O.NN.[CH3:4][O:5][C:6]1[CH:7]=[C:8](/[CH:16]=[CH:17]/[CH:18]=[CH:19]/[C:20]([N:22]2[CH2:27][CH2:26][N:25]([C:28](=[O:45])/[CH:29]=[CH:30]/[CH:31]=[CH:32]/[C:33]3[CH:38]=[C:37]([O:39][CH3:40])[C:36]([O:41][CH3:42])=[C:35]([O:43][CH3:44])[CH:34]=3)[CH2:24][CH:23]2[CH2:46][N:47]2C(=O)C3=CC=CC=C3C2=O)=[O:21])[CH:9]=[C:10]([O:14][CH3:15])[C:11]=1[O:12][CH3:13]. Given the product [NH2:47][CH2:46][CH:23]1[CH2:24][N:25]([C:28](=[O:45])/[CH:29]=[CH:30]/[CH:31]=[CH:32]/[C:33]2[CH:38]=[C:37]([O:39][CH3:40])[C:36]([O:41][CH3:42])=[C:35]([O:43][CH3:44])[CH:34]=2)[CH2:26][CH2:27][N:22]1[C:20](=[O:21])/[CH:19]=[CH:18]/[CH:17]=[CH:16]/[C:8]1[CH:7]=[C:6]([O:5][CH3:4])[C:11]([O:12][CH3:13])=[C:10]([O:14][CH3:15])[CH:9]=1, predict the reactants needed to synthesize it. (3) Given the product [CH2:1]([O:8][C:9]([N:11]1[CH2:15][C@H:14]([O:16][C:17]([CH3:20])([CH3:19])[CH3:18])[CH2:13][C@H:12]1[C:21]1[O:26][C:24]([CH3:25])=[CH:23][N:22]=1)=[O:10])[C:2]1[CH:7]=[CH:6][CH:5]=[CH:4][CH:3]=1, predict the reactants needed to synthesize it. The reactants are: [CH2:1]([O:8][C:9]([N:11]1[CH2:15][C@H:14]([O:16][C:17]([CH3:20])([CH3:19])[CH3:18])[CH2:13][C@H:12]1[C:21](=O)[NH:22][CH2:23][C:24](=[O:26])[CH3:25])=[O:10])[C:2]1[CH:7]=[CH:6][CH:5]=[CH:4][CH:3]=1.ClC(Cl)(Cl)C(Cl)(Cl)Cl.C1(P(C2C=CC=CC=2)C2C=CC=CC=2)C=CC=CC=1.C(N(CC)CC)C. (4) Given the product [CH3:29][N:30]([CH3:35])[CH2:31][CH2:32][CH2:33][N:14]([C:6]1[CH:7]=[C:8]([C:10]([F:11])([F:12])[F:13])[CH:9]=[C:4]([N+:1]([O-:3])=[O:2])[CH:5]=1)[C:15](=[O:21])[O:16][C:17]([CH3:18])([CH3:20])[CH3:19], predict the reactants needed to synthesize it. The reactants are: [N+:1]([C:4]1[CH:5]=[C:6]([NH:14][C:15](=[O:21])[O:16][C:17]([CH3:20])([CH3:19])[CH3:18])[CH:7]=[C:8]([C:10]([F:13])([F:12])[F:11])[CH:9]=1)([O-:3])=[O:2].C(=O)([O-])[O-].[Cs+].[Cs+].Cl.[CH3:29][N:30]([CH3:35])[CH2:31][CH2:32][CH2:33]Cl.